From a dataset of Full USPTO retrosynthesis dataset with 1.9M reactions from patents (1976-2016). Predict the reactants needed to synthesize the given product. (1) Given the product [NH2:40][C:39]1[N:15]([C:16]2[CH:21]=[CH:20][C:19]([S:22]([NH:25][CH2:26][CH2:27][N:28]3[CH2:33][CH2:32][O:31][CH2:30][CH2:29]3)(=[O:24])=[O:23])=[C:18]([CH3:34])[CH:17]=2)[N:14]=[C:37]([C:36]([CH3:43])([CH3:42])[CH3:35])[CH:38]=1, predict the reactants needed to synthesize it. The reactants are: C(=[N:14][NH:15][C:16]1[CH:21]=[CH:20][C:19]([S:22]([NH:25][CH2:26][CH2:27][N:28]2[CH2:33][CH2:32][O:31][CH2:30][CH2:29]2)(=[O:24])=[O:23])=[C:18]([CH3:34])[CH:17]=1)(C1C=CC=CC=1)C1C=CC=CC=1.[CH3:35][C:36]([CH3:43])([CH3:42])[C:37](=O)[CH2:38][C:39]#[N:40].Cl. (2) Given the product [CH3:1][O:2][C:3]1[CH:4]=[CH:5][C:6]([C:9]23[NH:27][CH2:24][CH2:25][N:26]2[C:16](=[O:18])[C:15]2[N:11]([C:12]4[S:22][CH:21]=[CH:20][C:13]=4[CH:14]=2)[CH2:10]3)=[CH:7][CH:8]=1, predict the reactants needed to synthesize it. The reactants are: [CH3:1][O:2][C:3]1[CH:8]=[CH:7][C:6]([C:9](=O)[CH2:10][N:11]2[C:15]([C:16]([O:18]C)=O)=[CH:14][C:13]3[CH:20]=[CH:21][S:22][C:12]2=3)=[CH:5][CH:4]=1.[CH2:24]([NH2:27])[CH2:25][NH2:26]. (3) Given the product [Cl:1][C:2]1[C:10]([Cl:11])=[C:9]2[C:5]([CH2:6][CH:7]([CH:12]([CH3:14])[CH3:13])[C:8]2=[O:42])=[CH:4][C:3]=1[O:15][CH2:16][C:18]1[CH:25]=[CH:24][C:21]([C:22]2[N:30]=[N:31][NH:32][N:23]=2)=[CH:20][CH:19]=1, predict the reactants needed to synthesize it. The reactants are: [Cl:1][C:2]1[C:10]([Cl:11])=[C:9]2[C:5]([CH2:6][CH:7]([CH:12]([CH3:14])[CH3:13])[CH2:8]2)=[CH:4][C:3]=1[O:15][C:16]([C:18]1[CH:25]=[CH:24][C:21]([C:22]#[N:23])=[CH:20][CH:19]=1)=O.C[Si]([N:30]=[N+:31]=[N-:32])(C)C.C([Sn](=[O:42])CCCC)CCC. (4) Given the product [CH2:2]([C@H:3]1[C@@H:8]([C:9]2[N:41]3[C:42]4[CH:48]=[CH:47][N:46]([S:49]([C:52]5[CH:58]=[CH:57][C:55]([CH3:56])=[CH:54][CH:53]=5)(=[O:50])=[O:51])[C:43]=4[N:44]=[CH:45][C:40]3=[N:38][N:39]=2)[CH2:27][C@H:26]([CH2:25][CH2:24][C:23]#[N:22])[CH2:5]1)[CH3:1], predict the reactants needed to synthesize it. The reactants are: [C:1](O)(=O)[CH2:2][C:3]([CH2:8][C:9](O)=O)([C:5](O)=O)O.CN(C(O[N:22]1N=N[C:24]2[CH:25]=[CH:26][CH:27]=N[C:23]1=2)=[N+](C)C)C.F[P-](F)(F)(F)(F)F.[NH:38]([C:40]1[N:41]=[C:42]2[CH:48]=[CH:47][N:46]([S:49]([C:52]3[CH:58]=[CH:57][C:55]([CH3:56])=[CH:54][CH:53]=3)(=[O:51])=[O:50])[C:43]2=[N:44][CH:45]=1)[NH2:39].S(Cl)(Cl)=O. (5) Given the product [Cl:1][C:2]1[CH:3]=[C:4]([C@@H:10]([CH2:14][CH:15]2[CH2:19][CH2:18][CH2:17][C:16]2=[O:20])[C:11]([OH:13])=[O:12])[CH:5]=[CH:6][C:7]=1[S:8]([CH3:9])=[O:22], predict the reactants needed to synthesize it. The reactants are: [Cl:1][C:2]1[CH:3]=[C:4]([C@@H:10]([CH2:14][CH:15]2[CH2:19][CH2:18][CH2:17][C:16]2=[O:20])[C:11]([OH:13])=[O:12])[CH:5]=[CH:6][C:7]=1[S:8][CH3:9].C(O)=[O:22].OO.S([O-])([O-])=O.[Na+].[Na+]. (6) Given the product [C:1]([Si:5]([C:43]1[CH:44]=[CH:45][CH:46]=[CH:47][CH:48]=1)([C:37]1[CH:42]=[CH:41][CH:40]=[CH:39][CH:38]=1)[O:6][CH:7]1[CH2:8][CH2:9][CH:10]([CH:13]2[CH2:17][CH2:16][N:15]([CH2:18][C:19]3[C:20]([Cl:35])=[CH:21][C:22]([C:26]4[CH:31]=[CH:30][C:29]([C:32]([N:67]5[CH2:68][CH2:69][CH:64]([C:63]([F:71])([F:70])[F:62])[CH2:65][CH2:66]5)=[O:34])=[CH:28][CH:27]=4)=[CH:23][C:24]=3[Cl:25])[C:14]2=[O:36])[CH2:11][CH2:12]1)([CH3:3])([CH3:2])[CH3:4], predict the reactants needed to synthesize it. The reactants are: [C:1]([Si:5]([C:43]1[CH:48]=[CH:47][CH:46]=[CH:45][CH:44]=1)([C:37]1[CH:42]=[CH:41][CH:40]=[CH:39][CH:38]=1)[O:6][CH:7]1[CH2:12][CH2:11][CH:10]([CH:13]2[CH2:17][CH2:16][N:15]([CH2:18][C:19]3[C:24]([Cl:25])=[CH:23][C:22]([C:26]4[CH:31]=[CH:30][C:29]([C:32]([OH:34])=O)=[CH:28][CH:27]=4)=[CH:21][C:20]=3[Cl:35])[C:14]2=[O:36])[CH2:9][CH2:8]1)([CH3:4])([CH3:3])[CH3:2].C(N1C=CN=C1)(N1C=CN=C1)=O.Cl.[F:62][C:63]([F:71])([F:70])[CH:64]1[CH2:69][CH2:68][NH:67][CH2:66][CH2:65]1.C(N(C(C)C)CC)(C)C.